Dataset: Peptide-MHC class I binding affinity with 185,985 pairs from IEDB/IMGT. Task: Regression. Given a peptide amino acid sequence and an MHC pseudo amino acid sequence, predict their binding affinity value. This is MHC class I binding data. (1) The peptide sequence is TVFRNQNRV. The MHC is HLA-B39:01 with pseudo-sequence HLA-B39:01. The binding affinity (normalized) is 0.0847. (2) The peptide sequence is SAANDPIFV. The MHC is HLA-A02:01 with pseudo-sequence HLA-A02:01. The binding affinity (normalized) is 0.222. (3) The peptide sequence is MLHHYGIHY. The MHC is HLA-A02:11 with pseudo-sequence HLA-A02:11. The binding affinity (normalized) is 0.0847. (4) The peptide sequence is IRHNKDRKV. The MHC is HLA-A03:01 with pseudo-sequence HLA-A03:01. The binding affinity (normalized) is 0.0847. (5) The peptide sequence is IVRQRVIPV. The MHC is HLA-A02:02 with pseudo-sequence HLA-A02:02. The binding affinity (normalized) is 0.182. (6) The peptide sequence is VMAFHLTTR. The MHC is HLA-A31:01 with pseudo-sequence HLA-A31:01. The binding affinity (normalized) is 0.815. (7) The binding affinity (normalized) is 0.905. The MHC is HLA-B40:01 with pseudo-sequence HLA-B40:01. The peptide sequence is LELTDALAL.